Dataset: Forward reaction prediction with 1.9M reactions from USPTO patents (1976-2016). Task: Predict the product of the given reaction. (1) Given the reactants [CH3:1][O:2][C:3]1[CH:12]=[C:11]2[C:6]([C:7](=[O:13])[CH2:8][CH2:9][O:10]2)=[CH:5][CH:4]=1.C(OCC)C.C1C(=O)N([Br:26])C(=O)C1, predict the reaction product. The product is: [Br:26][C:4]1[CH:5]=[C:6]2[C:11](=[CH:12][C:3]=1[O:2][CH3:1])[O:10][CH2:9][CH2:8][C:7]2=[O:13]. (2) Given the reactants [CH:1]1([C:4]2[CH:9]=[CH:8][CH:7]=[CH:6][CH:5]=2)[CH2:3][CH2:2]1.C([O-])(=O)C.[Na+].[Br:15]Br.OS([O-])=O.[Na+], predict the reaction product. The product is: [CH:1]1([C:4]2[CH:9]=[CH:8][C:7]([Br:15])=[CH:6][CH:5]=2)[CH2:3][CH2:2]1.